Task: Predict the reactants needed to synthesize the given product.. Dataset: Full USPTO retrosynthesis dataset with 1.9M reactions from patents (1976-2016) Given the product [OH:12][CH2:11][CH2:10][CH2:9][CH2:8][CH2:7][CH2:6][CH2:5][C:3]1[CH2:4][CH:2]=1, predict the reactants needed to synthesize it. The reactants are: Br[C:2]1(Br)[CH2:4][C:3]1(Br)[CH2:5][CH2:6][CH2:7][CH2:8][CH2:9][CH2:10][CH2:11][OH:12].C[Li].